The task is: Predict the product of the given reaction.. This data is from Forward reaction prediction with 1.9M reactions from USPTO patents (1976-2016). (1) Given the reactants Cl[C:2]1[C:7]([N+:8]([O-:10])=[O:9])=[CH:6][CH:5]=[CH:4][N:3]=1.[CH:11]1([O:16][C:17]2[CH:18]=[C:19]([CH:21]=[CH:22][C:23]=2[O:24][CH3:25])[NH2:20])[CH2:15][CH2:14][CH2:13][CH2:12]1.C(=O)([O-])[O-].[K+].[K+], predict the reaction product. The product is: [CH:11]1([O:16][C:17]2[CH:18]=[C:19]([NH:20][C:2]3[C:7]([N+:8]([O-:10])=[O:9])=[CH:6][CH:5]=[CH:4][N:3]=3)[CH:21]=[CH:22][C:23]=2[O:24][CH3:25])[CH2:12][CH2:13][CH2:14][CH2:15]1. (2) Given the reactants [C:1]([O:5][C:6](=[O:27])[CH2:7][CH2:8][C:9]1[CH:14]=[CH:13][C:12]([OH:15])=[CH:11][C:10]=1[CH2:16][O:17][C:18](=[O:26])[NH:19][CH:20]1[CH2:25][CH2:24][CH2:23][CH2:22][CH2:21]1)([CH3:4])([CH3:3])[CH3:2].Br[CH2:29][CH2:30][CH2:31][O:32][C:33]1[CH:38]=[CH:37][C:36]([C:39]2[CH:44]=[CH:43][CH:42]=[CH:41][CH:40]=2)=[CH:35][CH:34]=1.C(=O)([O-])[O-].[K+].[K+].C(OCC)(=O)C, predict the reaction product. The product is: [C:1]([O:5][C:6](=[O:27])[CH2:7][CH2:8][C:9]1[CH:14]=[CH:13][C:12]([O:15][CH2:29][CH2:30][CH2:31][O:32][C:33]2[CH:38]=[CH:37][C:36]([C:39]3[CH:44]=[CH:43][CH:42]=[CH:41][CH:40]=3)=[CH:35][CH:34]=2)=[CH:11][C:10]=1[CH2:16][O:17][C:18](=[O:26])[NH:19][CH:20]1[CH2:25][CH2:24][CH2:23][CH2:22][CH2:21]1)([CH3:4])([CH3:2])[CH3:3]. (3) Given the reactants C([O:3][C:4](=[O:18])[CH2:5][O:6][C:7]1[CH:12]=[CH:11][C:10]([Br:13])=[CH:9][C:8]=1[C:14](=O)[CH2:15]Br)C.[Cl:19][C:20]1[CH:28]=[CH:27][C:23]([C:24]([NH2:26])=[O:25])=[CH:22][CH:21]=1, predict the reaction product. The product is: [Br:13][C:10]1[CH:11]=[CH:12][C:7]([O:6][CH2:5][C:4]([OH:3])=[O:18])=[C:8]([C:14]2[N:26]=[C:24]([C:23]3[CH:27]=[CH:28][C:20]([Cl:19])=[CH:21][CH:22]=3)[O:25][CH:15]=2)[CH:9]=1. (4) Given the reactants [C:1]([C:3]1[CH:7]=[CH:6][NH:5][N:4]=1)#[N:2].[CH2:8]=[O:9], predict the reaction product. The product is: [OH:9][CH2:8][N:5]1[CH:6]=[CH:7][C:3]([C:1]#[N:2])=[N:4]1. (5) Given the reactants [F:1][C:2]([F:7])([F:6])[C:3]([OH:5])=[O:4].[Cl:8][C:9]1[CH:18]=[CH:17][C:12]([C:13]([O:15]C)=[O:14])=[C:11]([C:19]2[N:20]=[CH:21][N:22]([C@@H:26]3[C:42]4[CH:43]=[C:38]([CH:39]=[CH:40][N:41]=4)[C:37]4[N:36]([CH3:44])[N:35]=[CH:34][C:33]=4[NH:32][C:31](=[O:45])[C@H:30]([CH3:46])[CH2:29][CH2:28][CH2:27]3)[C:23](=[O:25])[CH:24]=2)[CH:10]=1.B(Br)(Br)Br, predict the reaction product. The product is: [F:1][C:2]([F:7])([F:6])[C:3]([OH:5])=[O:4].[Cl:8][C:9]1[CH:18]=[CH:17][C:12]([C:13]([OH:15])=[O:14])=[C:11]([C:19]2[N:20]=[CH:21][N:22]([C@@H:26]3[C:42]4[CH:43]=[C:38]([CH:39]=[CH:40][N:41]=4)[C:37]4[N:36]([CH3:44])[N:35]=[CH:34][C:33]=4[NH:32][C:31](=[O:45])[C@H:30]([CH3:46])[CH2:29][CH2:28][CH2:27]3)[C:23](=[O:25])[CH:24]=2)[CH:10]=1. (6) Given the reactants Cl[C:2]1[C:11]2[C:6](=[CH:7][N:8]=[C:9](F)[CH:10]=2)[N:5]=[CH:4][C:3]=1[C:13]#[N:14].[NH2:15][C:16]1[CH:25]=[CH:24][C:19]([C:20]([O:22][CH3:23])=[O:21])=[CH:18][CH:17]=1.[NH2:26][CH2:27][C:28]1[CH:29]=[N:30][CH:31]=[CH:32][CH:33]=1, predict the reaction product. The product is: [C:13]([C:3]1[CH:4]=[N:5][C:6]2[C:11]([C:2]=1[NH:15][C:16]1[CH:17]=[CH:18][C:19]([C:20]([O:22][CH3:23])=[O:21])=[CH:24][CH:25]=1)=[CH:10][C:9]([NH:26][CH2:27][C:28]1[CH:29]=[N:30][CH:31]=[CH:32][CH:33]=1)=[N:8][CH:7]=2)#[N:14].